This data is from Full USPTO retrosynthesis dataset with 1.9M reactions from patents (1976-2016). The task is: Predict the reactants needed to synthesize the given product. (1) Given the product [CH2:17]([C:13]1[CH:14]=[N:9][CH:10]=[CH:11][CH:12]=1)[CH2:18][CH2:19][CH2:20][CH2:21][CH2:22][CH2:23][CH2:24][CH2:25][CH2:26][CH2:32][CH2:31][C:30]1[CH:34]=[N:28][CH:8]=[CH:6][CH:7]=1, predict the reactants needed to synthesize it. The reactants are: [Li+].CC([N-][CH:6]([CH3:8])[CH3:7])C.[N:9]1[CH:14]=[CH:13][CH:12]=[C:11](C)[CH:10]=1.I[CH2:17][CH2:18][CH2:19][CH2:20][CH2:21][CH2:22][CH2:23][CH2:24][CH2:25][CH2:26]I.[NH4+:28].[Cl-].[CH2:30]1[CH2:34]O[CH2:32][CH2:31]1. (2) Given the product [CH2:13]([O:15][C:16](=[O:19])[CH2:17][N:3]1[CH:4]=[CH:5][N:6]=[C:2]1[CH3:1])[CH3:14], predict the reactants needed to synthesize it. The reactants are: [CH3:1][C:2]1[NH:3][CH:4]=[CH:5][N:6]=1.C([O-])([O-])=O.[K+].[K+].[CH2:13]([O:15][C:16](=[O:19])[CH2:17]Br)[CH3:14]. (3) Given the product [CH:11]1([NH:17][C:18]([N:4]2[C:5]3[C:10](=[CH:9][CH:8]=[CH:7][CH:6]=3)[CH:2]([CH3:1])[CH2:3]2)=[O:19])[CH2:16][CH2:15][CH2:14][CH2:13][CH2:12]1, predict the reactants needed to synthesize it. The reactants are: [CH3:1][CH:2]1[C:10]2[C:5](=[CH:6][CH:7]=[CH:8][CH:9]=2)[NH:4][CH2:3]1.[CH:11]1([N:17]=[C:18]=[O:19])[CH2:16][CH2:15][CH2:14][CH2:13][CH2:12]1. (4) Given the product [OH:20][CH2:19][CH2:18][NH:10][C@@H:11]([CH3:17])[C:12]([N:14]([CH3:16])[CH3:15])=[O:13], predict the reactants needed to synthesize it. The reactants are: C(OC(=O)[N:10]([CH2:18][CH2:19][O:20]CC1C=CC=CC=1)[C@@H:11]([CH3:17])[C:12]([N:14]([CH3:16])[CH3:15])=[O:13])C1C=CC=CC=1.[H][H]. (5) Given the product [Br:1][C:2]1[CH:3]=[C:4]([CH:14]=[CH:15][CH:16]=1)[C:5]([CH3:13])([CH3:12])[C@@H:6]([C:9]([NH:75][C@H:74]([C:73]([N:72]([C@@H:68]([CH:69]([CH3:70])[CH3:71])/[CH:67]=[C:61](\[CH3:60])/[C:62]([O:64][CH2:65][CH3:66])=[O:63])[CH3:81])=[O:80])[C:76]([CH3:78])([CH3:79])[CH3:77])=[O:11])[NH:7][CH3:8].[Br:1][C:2]1[CH:3]=[C:4]([CH:14]=[CH:15][CH:16]=1)[C:5]([CH3:13])([CH3:12])[C@H:6]([C:9]([NH:75][C@H:74]([C:73]([N:72]([C@@H:68]([CH:69]([CH3:71])[CH3:70])/[CH:67]=[C:61](\[CH3:60])/[C:62]([O:64][CH2:65][CH3:66])=[O:63])[CH3:81])=[O:80])[C:76]([CH3:78])([CH3:77])[CH3:79])=[O:10])[NH:7][CH3:8], predict the reactants needed to synthesize it. The reactants are: [Br:1][C:2]1[CH:3]=[C:4]([CH:14]=[CH:15][CH:16]=1)[C:5]([CH3:13])([CH3:12])[C@@H:6]([C:9]([OH:11])=[O:10])[NH:7][CH3:8].F[P-](F)(F)(F)(F)F.N1(O[P+](N2CCCC2)(N2CCCC2)N2CCCC2)C2C=CC=CC=2N=N1.C(N(C(C)C)CC)(C)C.Cl.[CH3:60]/[C:61](=[CH:67]\[C@@H:68]([N:72]([CH3:81])[C:73](=[O:80])[C@H:74]([C:76]([CH3:79])([CH3:78])[CH3:77])[NH2:75])[CH:69]([CH3:71])[CH3:70])/[C:62]([O:64][CH2:65][CH3:66])=[O:63].